The task is: Regression/Classification. Given a drug SMILES string, predict its absorption, distribution, metabolism, or excretion properties. Task type varies by dataset: regression for continuous measurements (e.g., permeability, clearance, half-life) or binary classification for categorical outcomes (e.g., BBB penetration, CYP inhibition). Dataset: cyp3a4_veith.. This data is from CYP3A4 inhibition data for predicting drug metabolism from PubChem BioAssay. (1) The molecule is O=c1c(-c2cc(F)cc(F)c2)nc2cnc(N3CCOCC3)nc2n1C1CC1. The result is 0 (non-inhibitor). (2) The compound is COc1ccccc1NC(=O)C1=C(C)Nc2nc(-c3ccc(N(C)C)cc3)nn2C1c1ccncc1. The result is 1 (inhibitor).